Dataset: HIV replication inhibition screening data with 41,000+ compounds from the AIDS Antiviral Screen. Task: Binary Classification. Given a drug SMILES string, predict its activity (active/inactive) in a high-throughput screening assay against a specified biological target. (1) The compound is CCOC(=O)C1(C#N)OC(=O)c2cnccc21. The result is 0 (inactive). (2) The result is 0 (inactive). The molecule is O=c1c2cc([N+](=O)[O-])ccc2n2n1Cc1ccccc1C2. (3) The compound is N=C(N)NN=CC(Cl)(Cl)Cl. The result is 0 (inactive). (4) The compound is Cc1cc(N(CCC#N)CCC#N)ccc1C(N=Nc1ccccc1)=NNC(=O)c1ccccc1. The result is 0 (inactive). (5) The compound is CC(=O)C(=Cn1c(=S)[nH]c2ccc([N+](=O)[O-])cc21)C(=O)Nc1ccc(Cl)cc1. The result is 0 (inactive). (6) The drug is O=S1(=O)OCCOS(=O)(=O)C1C1c2ccccc2-c2ccccc21. The result is 0 (inactive). (7) The molecule is Cc1ccc(S(=O)(=O)NN=C(c2nc3ccc([N+](=O)[O-])cc3nc2O)C(O)c2ccc([N+](=O)[O-])cc2)cc1. The result is 0 (inactive). (8) The drug is CCOC(=O)c1c(NC(=S)Nc2ccc(Cl)cc2)sc2c1CCN(C)C2. The result is 0 (inactive). (9) The molecule is CC(CC(=O)Nc1ccc(NC(=O)CC(C)N=NC(N)=S)cc1)N=NC(N)=S. The result is 0 (inactive).